Task: Predict the reactants needed to synthesize the given product.. Dataset: Full USPTO retrosynthesis dataset with 1.9M reactions from patents (1976-2016) (1) Given the product [N:1]1([CH2:6][C:7]2[N:11]([C:12]3[CH:13]=[C:14]4[C:18](=[CH:19][CH:20]=3)[N:17]([CH3:21])[CH:16]=[CH:15]4)[C:10]([C:22]3[CH:27]=[C:26]([CH:28]([CH3:29])[CH3:30])[C:25]([OH:31])=[CH:24][C:23]=3[OH:39])=[N:9][N:8]=2)[CH:5]=[CH:4][N:3]=[CH:2]1, predict the reactants needed to synthesize it. The reactants are: [N:1]1([CH2:6][C:7]2[N:11]([C:12]3[CH:13]=[C:14]4[C:18](=[CH:19][CH:20]=3)[N:17]([CH3:21])[CH:16]=[CH:15]4)[C:10]([C:22]3[CH:27]=[C:26]([CH:28]([CH3:30])[CH3:29])[C:25]([O:31]CC4C=CC=CC=4)=[CH:24][C:23]=3[O:39]CC3C=CC=CC=3)=[N:9][N:8]=2)[CH:5]=[CH:4][N:3]=[CH:2]1. (2) The reactants are: [CH2:1]([C:3]1[CH:8]=[CH:7][C:6]([CH:9]([C:11]2[CH:16]=[CH:15][CH:14]=[CH:13][C:12]=2[O:17][CH3:18])O)=[CH:5][CH:4]=1)[CH3:2].C([BH3-])#N.[Na+].C[Si](Cl)(C)C. Given the product [CH2:1]([C:3]1[CH:8]=[CH:7][C:6]([CH2:9][C:11]2[CH:16]=[CH:15][CH:14]=[CH:13][C:12]=2[O:17][CH3:18])=[CH:5][CH:4]=1)[CH3:2], predict the reactants needed to synthesize it. (3) Given the product [CH2:1]([NH:8][C:9]1[S:10][C:11]([CH2:14][NH:16][C:17]2[S:18][C:19]([C:22]3[CH:23]=[CH:24][C:25]([CH3:28])=[CH:26][CH:27]=3)=[CH:20][N:21]=2)=[CH:12][N:13]=1)[C:2]1[CH:3]=[CH:4][CH:5]=[CH:6][CH:7]=1, predict the reactants needed to synthesize it. The reactants are: [CH2:1]([NH:8][C:9]1[S:10][C:11]([C:14]([NH:16][C:17]2[S:18][C:19]([C:22]3[CH:27]=[CH:26][C:25]([CH3:28])=[CH:24][CH:23]=3)=[CH:20][N:21]=2)=O)=[CH:12][N:13]=1)[C:2]1[CH:7]=[CH:6][CH:5]=[CH:4][CH:3]=1. (4) Given the product [CH2:29]([N:21]1[C:22]2[C:27](=[CH:26][CH:25]=[CH:24][CH:23]=2)[CH2:28][CH:19]([NH:18][C:15](=[O:17])[C@H:13]([CH3:14])[NH:12][C:10](=[O:11])[CH2:9][C:4]2[CH:5]=[C:6]([F:8])[CH:7]=[C:2]([F:1])[CH:3]=2)[C:20]1=[O:36])[C:30]1[CH:31]=[CH:32][CH:33]=[CH:34][CH:35]=1, predict the reactants needed to synthesize it. The reactants are: [F:1][C:2]1[CH:3]=[C:4]([CH2:9][C:10]([NH:12][C@H:13]([C:15]([OH:17])=O)[CH3:14])=[O:11])[CH:5]=[C:6]([F:8])[CH:7]=1.[NH2:18][CH:19]1[CH2:28][C:27]2[C:22](=[CH:23][CH:24]=[CH:25][CH:26]=2)[N:21]([CH2:29][C:30]2[CH:35]=[CH:34][CH:33]=[CH:32][CH:31]=2)[C:20]1=[O:36]. (5) Given the product [I:14][C:6]1[C:5]2[C:22](=[CH:10][CH:11]=[C:3]([O:2][CH3:1])[CH:4]=2)[N:21]([CH3:20])[CH:23]=1, predict the reactants needed to synthesize it. The reactants are: [CH3:1][O:2][C:3]1[CH:4]=[C:5]2C(=[CH:10][CH:11]=1)NC=[CH:6]2.[OH-].[K+].[I:14]I.[H-].[Na+].CI.[CH3:20][N:21]([CH:23]=O)[CH3:22]. (6) The reactants are: C([O:5][C:6](=[O:45])[CH2:7][CH2:8][N:9](C(OC(C)(C)C)=O)[CH2:10][C:11]([N:13]1[C:21]2[C:16](=[CH:17][C:18]([O:22][CH2:23][C:24]3[CH:29]=[CH:28][C:27]([CH:30]4[CH2:33][CH2:32][CH2:31]4)=[C:26]([C:34]([F:37])([F:36])[F:35])[CH:25]=3)=[CH:19][CH:20]=2)[CH2:15][CH2:14]1)=[O:12])(C)(C)C.[C:46]([OH:52])([C:48]([F:51])([F:50])[F:49])=[O:47]. Given the product [OH:52][C:46]([C:48]([F:51])([F:50])[F:49])=[O:47].[CH:30]1([C:27]2[CH:28]=[CH:29][C:24]([CH2:23][O:22][C:18]3[CH:17]=[C:16]4[C:21](=[CH:20][CH:19]=3)[N:13]([C:11](=[O:12])[CH2:10][NH:9][CH2:8][CH2:7][C:6]([OH:45])=[O:5])[CH2:14][CH2:15]4)=[CH:25][C:26]=2[C:34]([F:37])([F:35])[F:36])[CH2:31][CH2:32][CH2:33]1, predict the reactants needed to synthesize it. (7) Given the product [C:1]([C:3]1[CH:26]=[CH:25][C:6]([O:7][CH2:8][C@@:9]([OH:24])([CH3:23])[C:10]([NH:12][C:13]2[CH:18]=[CH:17][C:16]([C:19]#[N:20])=[C:15]([CH:21]=[O:22])[CH:14]=2)=[O:11])=[CH:5][C:4]=1[F:27])#[N:2], predict the reactants needed to synthesize it. The reactants are: [C:1]([C:3]1[CH:26]=[CH:25][C:6]([O:7][CH2:8][C@@:9]([OH:24])([CH3:23])[C:10]([NH:12][C:13]2[CH:18]=[CH:17][C:16]([C:19]#[N:20])=[C:15]([CH2:21][OH:22])[CH:14]=2)=[O:11])=[CH:5][C:4]=1[F:27])#[N:2].[Cr](Cl)([O-])(=O)=O.[NH+]1C=CC=CC=1.